From a dataset of Full USPTO retrosynthesis dataset with 1.9M reactions from patents (1976-2016). Predict the reactants needed to synthesize the given product. (1) Given the product [Br:1][C:2]1[CH:7]=[CH:6][C:5]([F:8])=[CH:4][C:3]=1[O:9][CH:10]1[CH2:11][CH2:12][N:13]([C:16]2[N:24]=[C:23]3[C:19]([N:20]=[C:21]([NH:25][CH2:26][C:27]([OH:29])=[O:28])[NH:22]3)=[CH:18][N:17]=2)[CH2:14][CH2:15]1, predict the reactants needed to synthesize it. The reactants are: [Br:1][C:2]1[CH:7]=[CH:6][C:5]([F:8])=[CH:4][C:3]=1[O:9][CH:10]1[CH2:15][CH2:14][N:13]([C:16]2[N:24]=[C:23]3[C:19]([N:20]=[C:21]([NH:25][CH2:26][C:27]([O:29]CC)=[O:28])[NH:22]3)=[CH:18][N:17]=2)[CH2:12][CH2:11]1.[OH-].[Na+]. (2) Given the product [N:1]1[C:10]2[C:5](=[C:6]([NH:16][C:20]([NH:50][C@@H:49]([C:46]3[CH:45]=[CH:44][C:43]([C:42]([F:61])([F:41])[F:62])=[CH:48][CH:47]=3)[C:51]3[C:56]([C:57]([F:60])([F:58])[F:59])=[CH:55][CH:54]=[CH:53][N:52]=3)=[O:30])[CH:7]=[CH:8][CH:9]=2)[CH:4]=[CH:3][CH:2]=1, predict the reactants needed to synthesize it. The reactants are: [N:1]1[C:10]2[CH:9]=[CH:8][CH:7]=[C:6](C(O)=O)[C:5]=2[CH:4]=[CH:3][CH:2]=1.CC[N:16]([CH:20](C)C)C(C)C.C1C=CC(P(N=[N+]=[N-])(C2C=CC=CC=2)=[O:30])=CC=1.Cl.[F:41][C:42]([F:62])([F:61])[C:43]1[CH:48]=[CH:47][C:46]([C@@H:49]([C:51]2[C:56]([C:57]([F:60])([F:59])[F:58])=[CH:55][CH:54]=[CH:53][N:52]=2)[NH2:50])=[CH:45][CH:44]=1. (3) Given the product [Cl:25][C:26]1[CH:27]=[CH:28][C:29]([CH:32]2[CH2:36][CH2:35][N:34]([C:14]([C:10]3[CH:11]=[N:12][O:13][C:9]=3[C:6]3[CH:5]=[CH:4][C:3]([C:2]([F:1])([F:18])[F:17])=[CH:8][CH:7]=3)=[O:16])[CH2:33]2)=[CH:30][CH:31]=1, predict the reactants needed to synthesize it. The reactants are: [F:1][C:2]([F:18])([F:17])[C:3]1[CH:8]=[CH:7][C:6]([C:9]2[O:13][N:12]=[CH:11][C:10]=2[C:14]([OH:16])=O)=[CH:5][CH:4]=1.C(O)(=O)C(O)=O.[Cl:25][C:26]1[CH:31]=[CH:30][C:29]([CH:32]2[CH2:36][CH2:35][NH:34][CH2:33]2)=[CH:28][CH:27]=1. (4) Given the product [ClH:1].[ClH:1].[CH2:30]([O:29][C:26]1[CH:25]=[CH:24][C:23]([N:20]2[CH2:19][CH2:18][CH:17]([C:14]3[CH:13]=[CH:12][C:11]([C@@H:9]([NH2:8])[CH3:10])=[CH:16][CH:15]=3)[CH2:22][CH2:21]2)=[CH:28][CH:27]=1)[CH3:31], predict the reactants needed to synthesize it. The reactants are: [ClH:1].C(OC(=O)[NH:8][C@H:9]([C:11]1[CH:16]=[CH:15][C:14]([CH:17]2[CH2:22][CH2:21][N:20]([C:23]3[CH:28]=[CH:27][C:26]([O:29][CH2:30][CH3:31])=[CH:25][CH:24]=3)[CH2:19][CH2:18]2)=[CH:13][CH:12]=1)[CH3:10])(C)(C)C. (5) Given the product [Br:1][C:2]1[C:3](=[O:17])[N:4]([CH2:9][C:10]2[CH:15]=[CH:14][C:13]([F:16])=[CH:12][CH:11]=2)[N:5]=[CH:6][C:7]=1[N:22]1[CH2:23][CH2:24][N:19]([CH3:18])[C:20](=[O:25])[CH2:21]1, predict the reactants needed to synthesize it. The reactants are: [Br:1][C:2]1[C:3](=[O:17])[N:4]([CH2:9][C:10]2[CH:15]=[CH:14][C:13]([F:16])=[CH:12][CH:11]=2)[N:5]=[CH:6][C:7]=1Br.[CH3:18][N:19]1[CH2:24][CH2:23][NH:22][CH2:21][C:20]1=[O:25].C(N(C(C)C)CC)(C)C. (6) Given the product [CH2:1]([O:8][C:9]1[CH:32]=[CH:31][C:12]([CH2:13][CH2:14][NH:15][C:16]([C:18]2[C:19]([NH:25][CH2:26][C:27]([CH3:30])([CH3:29])[CH3:28])=[N:20][C:21]([C:46]#[N:47])=[N:22][CH:23]=2)=[O:17])=[CH:11][CH:10]=1)[C:2]1[CH:7]=[CH:6][CH:5]=[CH:4][CH:3]=1, predict the reactants needed to synthesize it. The reactants are: [CH2:1]([O:8][C:9]1[CH:32]=[CH:31][C:12]([CH2:13][CH2:14][NH:15][C:16]([C:18]2[C:19]([NH:25][CH2:26][C:27]([CH3:30])([CH3:29])[CH3:28])=[N:20][C:21](Cl)=[N:22][CH:23]=2)=[O:17])=[CH:11][CH:10]=1)[C:2]1[CH:7]=[CH:6][CH:5]=[CH:4][CH:3]=1.C(OC1C=CC(C[CH2:46][NH:47]C(C2C(NC3CCCCC3)=NC(C#N)=NC=2)=O)=CC=1)C1C=CC=CC=1. (7) The reactants are: [OH:1][C:2]1[CH:7]=[CH:6][C:5]([C:8](=[S:10])[NH2:9])=[CH:4][C:3]=1[CH2:11][CH2:12][CH3:13].Cl[CH:15]1[CH2:20][CH2:19][CH2:18][CH2:17][C:16]1=O. Given the product [CH2:11]([C:3]1[CH:4]=[C:5]([C:8]2[S:10][C:15]3[CH2:20][CH2:19][CH2:18][CH2:17][C:16]=3[N:9]=2)[CH:6]=[CH:7][C:2]=1[OH:1])[CH2:12][CH3:13], predict the reactants needed to synthesize it. (8) Given the product [C:16]1([C:18]23[S:26][C:7]2([OH:10])[CH:8]=[C:30]([CH3:31])[CH:29]=[C:28]3[CH3:27])[CH:17]=[CH:12][CH:13]=[CH:14][CH:15]=1, predict the reactants needed to synthesize it. The reactants are: C(=O)([O-])[O-].[K+].[K+].[CH2:7]([OH:10])[CH2:8]O.I[C:12]1[CH:13]=[C:14](C)[CH:15]=[C:16]([CH3:18])[CH:17]=1.C1([SH:26])C=CC=CC=1.[CH3:27][CH2:28][CH2:29][CH2:30][CH2:31][CH2:27][CH2:28][CH2:29][CH2:30][CH2:31]CC. (9) Given the product [CH3:42][CH:40]([C:43]1[CH:48]=[C:47]([CH:49]([CH3:50])[CH3:51])[CH:46]=[C:45]([CH:52]([CH3:54])[CH3:53])[C:44]=1[S:55]([O:62][CH2:63][CH3:64])(=[O:56])=[O:57])[CH3:41], predict the reactants needed to synthesize it. The reactants are: FC1C(NC2C=CC(I)=CC=2F)=C(C(N2CC(C(O)CC3OCCO3)(O)C2)=O)C=CC=1F.C(N(CC)CC)C.[CH:40]([C:43]1[CH:48]=[C:47]([CH:49]([CH3:51])[CH3:50])[CH:46]=[C:45]([CH:52]([CH3:54])[CH3:53])[C:44]=1[S:55](Cl)(=[O:57])=[O:56])([CH3:42])[CH3:41].C([O:62][CH2:63][CH3:64])(=O)C.